The task is: Predict the reaction yield, written as a fraction of the theoretical maximum amount of product (1.0 means a 100% yield; for example, 0.34 means a 34% yield).. This data is from Reaction yield outcomes from USPTO patents with 853,638 reactions. The reactants are Br[C:2]1[CH:7]=[CH:6][C:5]2[C:8]3[CH2:9][N:10]([C:15]([O:17][C:18]([CH3:21])([CH3:20])[CH3:19])=[O:16])[CH2:11][CH2:12][C:13]=3[O:14][C:4]=2[CH:3]=1.[F:22][C:23]1[CH:24]=[CH:25][C:26]([CH2:29][O:30][C:31]2[CH:36]=[CH:35][NH:34][C:33](=[O:37])[CH:32]=2)=[N:27][CH:28]=1.C([O-])([O-])=O.[Cs+].[Cs+].CN[C@H]1CCCC[C@@H]1NC.[Cl-].[Na+].O.[NH4+].[OH-]. The catalyst is C1(C)C=CC=CC=1.C(Cl)Cl.CO.[NH4+].[OH-].C(Cl)Cl.[Cu](I)I. The product is [F:22][C:23]1[CH:24]=[CH:25][C:26]([CH2:29][O:30][C:31]2[CH:36]=[CH:35][N:34]([C:2]3[CH:7]=[CH:6][C:5]4[C:8]5[CH2:9][N:10]([C:15]([O:17][C:18]([CH3:21])([CH3:20])[CH3:19])=[O:16])[CH2:11][CH2:12][C:13]=5[O:14][C:4]=4[CH:3]=3)[C:33](=[O:37])[CH:32]=2)=[N:27][CH:28]=1. The yield is 0.580.